This data is from Reaction yield outcomes from USPTO patents with 853,638 reactions. The task is: Predict the reaction yield, written as a fraction of the theoretical maximum amount of product (1.0 means a 100% yield; for example, 0.34 means a 34% yield). (1) The reactants are C([O:8][C:9]1[CH:31]=[CH:30][C:12]([O:13][CH2:14][CH2:15][CH2:16][CH2:17][N:18]2[C:28](=[O:29])[C:27]3[C:22](=[CH:23][CH:24]=[CH:25][CH:26]=3)[S:19]2(=[O:21])=[O:20])=[CH:11][CH:10]=1)C1C=CC=CC=1.C1CC=CCC=1. The catalyst is CCO.[Pd]. The product is [OH:8][C:9]1[CH:10]=[CH:11][C:12]([O:13][CH2:14][CH2:15][CH2:16][CH2:17][N:18]2[C:28](=[O:29])[C:27]3[C:22](=[CH:23][CH:24]=[CH:25][CH:26]=3)[S:19]2(=[O:21])=[O:20])=[CH:30][CH:31]=1. The yield is 0.560. (2) The reactants are O[CH2:2][C:3]1[N:7]([CH3:8])[C:6]2[CH:9]=[CH:10][CH:11]=[CH:12][C:5]=2[N:4]=1.C1C=CC(P(C2C=CC=CC=2)C2C=CC=CC=2)=CC=1.C(Cl)(Cl)(Cl)[Cl:33]. No catalyst specified. The product is [Cl:33][CH2:2][C:3]1[N:7]([CH3:8])[C:6]2[CH:9]=[CH:10][CH:11]=[CH:12][C:5]=2[N:4]=1. The yield is 0.589. (3) The reactants are [C:1]([N:4]1[C:13]2[C:8](=[CH:9][C:10]([C:14]3[CH:22]=[CH:21][C:17]([C:18]([O-:20])=[O:19])=[CH:16][CH:15]=3)=[CH:11][CH:12]=2)[C@H:7]([NH:23][C:24]([O:26][CH:27]([CH3:29])[CH3:28])=[O:25])[CH2:6][C@@H:5]1[CH3:30])(=[O:3])[CH3:2].[Li+].Br[CH2:33][CH2:34][N:35]([CH3:37])[CH3:36].C(=O)([O-])[O-].[K+].[K+]. The catalyst is CN(C=O)C. The product is [C:1]([N:4]1[C:13]2[C:8](=[CH:9][C:10]([C:14]3[CH:22]=[CH:21][C:17]([C:18]([O:20][CH2:33][CH2:34][N:35]([CH3:37])[CH3:36])=[O:19])=[CH:16][CH:15]=3)=[CH:11][CH:12]=2)[C@H:7]([NH:23][C:24]([O:26][CH:27]([CH3:29])[CH3:28])=[O:25])[CH2:6][C@@H:5]1[CH3:30])(=[O:3])[CH3:2]. The yield is 0.0500.